This data is from Forward reaction prediction with 1.9M reactions from USPTO patents (1976-2016). The task is: Predict the product of the given reaction. (1) Given the reactants [CH2:1]([N:5]([CH2:33][CH2:34][CH2:35][CH3:36])[C:6]([C:8]1[N:9]=[C:10]([C:13]2[CH:22]=[CH:21][C:16]([C:17]([O:19][CH3:20])=[O:18])=[CH:15][C:14]=2[C:23]([O:25][CH2:26][C:27]2[CH:32]=[CH:31][CH:30]=[CH:29][CH:28]=2)=[O:24])[NH:11][CH:12]=1)=[O:7])[CH2:2][CH2:3][CH3:4].C([O-])([O-])=O.[K+].[K+].Br[CH2:44][CH2:45][O:46][Si:47]([C:50]([CH3:53])([CH3:52])[CH3:51])([CH3:49])[CH3:48], predict the reaction product. The product is: [Si:47]([O:46][CH2:45][CH2:44][N:11]1[CH:12]=[C:8]([C:6](=[O:7])[N:5]([CH2:1][CH2:2][CH2:3][CH3:4])[CH2:33][CH2:34][CH2:35][CH3:36])[N:9]=[C:10]1[C:13]1[CH:22]=[CH:21][C:16]([C:17]([O:19][CH3:20])=[O:18])=[CH:15][C:14]=1[C:23]([O:25][CH2:26][C:27]1[CH:28]=[CH:29][CH:30]=[CH:31][CH:32]=1)=[O:24])([C:50]([CH3:53])([CH3:52])[CH3:51])([CH3:49])[CH3:48]. (2) The product is: [N+:13]([C:10]1[CH:11]=[CH:12][C:7](/[CH:6]=[CH:5]/[C@H:2]2[CH2:3][O:4][C:22]([NH2:21])=[N:1]2)=[CH:8][CH:9]=1)([O-:15])=[O:14]. Given the reactants [NH2:1][C@@H:2](/[CH:5]=[CH:6]/[C:7]1[CH:12]=[CH:11][C:10]([N+:13]([O-:15])=[O:14])=[CH:9][CH:8]=1)[CH2:3][OH:4].C([O-])(=O)C.[Na+].[N:21]#[C:22]Br.N, predict the reaction product. (3) Given the reactants [Cl:1][C:2]1[CH:3]=[C:4]([NH:15][C:16]2[C:25]3[C:20](=[CH:21][C:22](/[CH:26]=[CH:27]/[CH2:28][OH:29])=[CH:23][CH:24]=3)[N:19]=[CH:18][C:17]=2[C:30]#[N:31])[CH:5]=[CH:6][C:7]=1[S:8][C:9]1[N:10]([CH3:14])[CH:11]=[CH:12][N:13]=1.[CH3:32][C:33](OC(C)=O)=[O:34].C([O-])(O)=O.[Na+], predict the reaction product. The product is: [C:33]([O:29][CH2:28]/[CH:27]=[CH:26]/[C:22]1[CH:21]=[C:20]2[C:25]([C:16]([NH:15][C:4]3[CH:5]=[CH:6][C:7]([S:8][C:9]4[N:10]([CH3:14])[CH:11]=[CH:12][N:13]=4)=[C:2]([Cl:1])[CH:3]=3)=[C:17]([C:30]#[N:31])[CH:18]=[N:19]2)=[CH:24][CH:23]=1)(=[O:34])[CH3:32]. (4) Given the reactants [Cl:1][C:2]1[CH:7]=[CH:6][C:5]([N+:8]([O-:10])=[O:9])=[C:4](F)[CH:3]=1.[NH:12]1[C:20]2[C:15](=[N:16][CH:17]=[CH:18][CH:19]=2)[N:14]=[N:13]1.C(=O)([O-])[O-].[K+].[K+], predict the reaction product. The product is: [Cl:1][C:2]1[CH:7]=[CH:6][C:5]([N+:8]([O-:10])=[O:9])=[C:4]([N:12]2[C:20]3[C:15](=[N:16][CH:17]=[CH:18][CH:19]=3)[N:14]=[N:13]2)[CH:3]=1. (5) Given the reactants [F:1][C:2]1([CH2:8][O:9][C:10]2[N:15]=[CH:14][C:13]([C:16]#[N:17])=[CH:12][CH:11]=2)[CH2:7][CH2:6][NH:5][CH2:4][CH2:3]1.[CH3:18][C:19]1[C:27]2[CH2:26][O:25][C:24](=[O:28])[C:23]=2[CH:22]=[CH:21][C:20]=1[C@@H:29]1[CH2:31][O:30]1, predict the reaction product. The product is: [F:1][C:2]1([CH2:8][O:9][C:10]2[N:15]=[CH:14][C:13]([C:16]#[N:17])=[CH:12][CH:11]=2)[CH2:7][CH2:6][N:5]([CH2:31][C@H:29]([OH:30])[C:20]2[CH:21]=[CH:22][C:23]3[C:24](=[O:28])[O:25][CH2:26][C:27]=3[C:19]=2[CH3:18])[CH2:4][CH2:3]1.